Task: Predict the reaction yield, written as a fraction of the theoretical maximum amount of product (1.0 means a 100% yield; for example, 0.34 means a 34% yield).. Dataset: Reaction yield outcomes from USPTO patents with 853,638 reactions The reactants are [C:1]1(/[CH:7]=[CH:8]/[CH2:9][CH2:10][CH2:11][C:12]#[C:13][C:14](=[O:20])[CH2:15][CH2:16][CH:17]=[C:18]=[CH2:19])[CH:6]=[CH:5][CH:4]=[CH:3][CH:2]=1. The catalyst is ClC1C=CC=CC=1Cl. The product is [CH2:9]1[C:8]2=[CH:7][C:1]3[C:6]([C:13]([C:14](=[O:20])[CH2:15][CH2:16][CH:17]=[C:18]=[CH2:19])=[C:12]2[CH2:11][CH2:10]1)=[CH:5][CH:4]=[CH:3][CH:2]=3. The yield is 0.680.